Dataset: Forward reaction prediction with 1.9M reactions from USPTO patents (1976-2016). Task: Predict the product of the given reaction. (1) Given the reactants [C:1]([OH:12])(=O)/[CH:2]=[CH:3]/[CH2:4][CH2:5][CH2:6][CH2:7][CH2:8][CH2:9][CH3:10].[CH:13]1([SH:18])[CH2:17][CH2:16][CH2:15][CH2:14]1, predict the reaction product. The product is: [C:1](=[O:12])([S:18][CH:13]1[CH2:17][CH2:16][CH2:15][CH2:14]1)/[CH:2]=[CH:3]/[CH2:4][CH2:5][CH2:6][CH2:7][CH2:8][CH2:9][CH3:10]. (2) Given the reactants [F:1][C:2]1[CH:17]=[C:16]([N+:18]([O-:20])=[O:19])[CH:15]=[CH:14][C:3]=1[O:4][C:5]1[CH:10]=[CH:9][N:8]=[C:7]2[NH:11][N:12]=[CH:13][C:6]=12.[OH-].[K+].[I:23]I.Cl[CH2:26][C:27]1[CH:32]=[CH:31][C:30]([O:33][CH3:34])=[CH:29][CH:28]=1, predict the reaction product. The product is: [CH3:34][O:33][C:30]1[CH:31]=[CH:32][C:27]([CH2:26][N:11]2[C:7]3=[N:8][CH:9]=[CH:10][C:5]([O:4][C:3]4[CH:14]=[CH:15][C:16]([N+:18]([O-:20])=[O:19])=[CH:17][C:2]=4[F:1])=[C:6]3[C:13]([I:23])=[N:12]2)=[CH:28][CH:29]=1. (3) Given the reactants [CH:1]([C:4]1[NH:5][C:6](=[O:24])[C:7]([C:13]2[N:14]=[C:15]([C:18]3[CH:23]=[CH:22][N:21]=[CH:20][CH:19]=3)[S:16][CH:17]=2)=[CH:8][C:9]=1[C:10]([OH:12])=O)([CH3:3])[CH3:2].C1C=NC2N(O)N=NC=2C=1.CCN(C(C)C)C(C)C.[O:44]([C:46]1[CH:53]=[CH:52][C:49]([CH2:50][NH2:51])=[CH:48][CH:47]=1)[CH3:45].C(Cl)CCl, predict the reaction product. The product is: [CH:1]([C:4]1[NH:5][C:6](=[O:24])[C:7]([C:13]2[N:14]=[C:15]([C:18]3[CH:19]=[CH:20][N:21]=[CH:22][CH:23]=3)[S:16][CH:17]=2)=[CH:8][C:9]=1[C:10]([NH:51][CH2:50][C:49]1[CH:52]=[CH:53][C:46]([O:44][CH3:45])=[CH:47][CH:48]=1)=[O:12])([CH3:3])[CH3:2]. (4) Given the reactants Cl[CH:2]([C:8]([CH3:10])=O)[C:3]([O:5][CH2:6][CH3:7])=[O:4].[C:11](=[S:14])([S-:13])[NH2:12].[NH4+], predict the reaction product. The product is: [CH3:10][C:8]1[NH:12][C:11](=[S:13])[S:14][C:2]=1[C:3]([O:5][CH2:6][CH3:7])=[O:4]. (5) The product is: [Cl:13][C:14]1[CH:15]=[C:16]([C:17]2[CH:4]=[C:3]([CH2:2][CH2:1][NH:5][C:6](=[O:12])[O:7][C:8]([CH3:9])([CH3:11])[CH3:10])[O:19][N:18]=2)[CH:21]=[CH:22][C:23]=1[C:24]#[N:25]. Given the reactants [CH2:1]([NH:5][C:6](=[O:12])[O:7][C:8]([CH3:11])([CH3:10])[CH3:9])[CH2:2][C:3]#[CH:4].[Cl:13][C:14]1[CH:15]=[C:16]([CH:21]=[CH:22][C:23]=1[C:24]#[N:25])/[C:17](/Cl)=[N:18]/[OH:19], predict the reaction product.